Dataset: Experimentally validated miRNA-target interactions with 360,000+ pairs, plus equal number of negative samples. Task: Binary Classification. Given a miRNA mature sequence and a target amino acid sequence, predict their likelihood of interaction. The miRNA is hsa-miR-4686 with sequence UAUCUGCUGGGCUUUCUGGUGUU. The protein sequence of the target gene is MPEQSNDYRVVVFGAGGVGKSSLVLRFVKGTFRDTYIPTIEDTYRQVISCDKSVCTLQITDTTGSHQFPAMQRLSISKGHAFILVFSVTSKQSLDELSPIYKLIVQIKGSVEDIPIMLVGNKCDETQREVHTREAQAVAQEWKCAFMETSAKMNYNVKELFQELLTLETRRSVSLSVDGKRSSKQKRADRIKGKCALM. Result: 0 (no interaction).